Task: Predict the reactants needed to synthesize the given product.. Dataset: Full USPTO retrosynthesis dataset with 1.9M reactions from patents (1976-2016) Given the product [N+:40]([C:37]1[CH:38]=[CH:39][C:34]([N:8]2[CH2:5][CH:4]3[CH2:6][CH2:7][CH:1]2[C@@H:2]([NH:9][C@@H:10]2[CH2:15][CH2:14][CH2:13][CH2:12][C@H:11]2[NH:16][C:17]2[O:18][C:19]([C:22]4[CH:23]=[CH:24][C:25]([O:28][C:29]([F:31])([F:30])[F:32])=[CH:26][CH:27]=4)=[CH:20][N:21]=2)[CH2:3]3)=[CH:35][CH:36]=1)([O-:42])=[O:41], predict the reactants needed to synthesize it. The reactants are: [CH:1]12[NH:8][C@H:5]([CH2:6][CH2:7]1)[CH2:4][CH2:3][CH:2]2[NH:9][C@@H:10]1[CH2:15][CH2:14][CH2:13][CH2:12][C@H:11]1[NH:16][C:17]1[O:18][C:19]([C:22]2[CH:27]=[CH:26][C:25]([O:28][C:29]([F:32])([F:31])[F:30])=[CH:24][CH:23]=2)=[CH:20][N:21]=1.F[C:34]1[CH:39]=[CH:38][C:37]([N+:40]([O-:42])=[O:41])=[CH:36][CH:35]=1.C([O-])([O-])=O.[K+].[K+].